The task is: Predict the reactants needed to synthesize the given product.. This data is from Full USPTO retrosynthesis dataset with 1.9M reactions from patents (1976-2016). (1) Given the product [Cl:14][C:8]1[CH:7]=[CH:6][CH:5]=[C:4]2[C:9]=1[CH:10]=[C:11]([CH:12]=[O:13])[C:2]([C:18]1[CH:19]=[CH:20][CH:21]=[CH:22][C:17]=1[C:16]([F:27])([F:26])[F:15])=[N:3]2, predict the reactants needed to synthesize it. The reactants are: Cl[C:2]1[C:11]([CH:12]=[O:13])=[CH:10][C:9]2[C:4](=[CH:5][CH:6]=[CH:7][C:8]=2[Cl:14])[N:3]=1.[F:15][C:16]([F:27])([F:26])[C:17]1[CH:22]=[CH:21][CH:20]=[CH:19][C:18]=1B(O)O.C(O)(O)=O. (2) Given the product [O:1]1[C:5]2[CH:6]=[CH:7][CH:8]=[CH:9][C:4]=2[CH:3]=[C:2]1[C:10]1[N:14]2[N:15]=[C:16]([NH:29][C@H:30]3[CH2:35][CH2:34][C@H:33]([OH:36])[CH2:32][CH2:31]3)[CH:17]=[CH:18][C:13]2=[N:12][CH:11]=1, predict the reactants needed to synthesize it. The reactants are: [O:1]1[C:5]2[CH:6]=[CH:7][CH:8]=[CH:9][C:4]=2[CH:3]=[C:2]1[C:10]1[N:14]2[N:15]=[C:16](Cl)[CH:17]=[CH:18][C:13]2=[N:12][CH:11]=1.C(N(C(C)C)CC)(C)C.[NH2:29][C@H:30]1[CH2:35][CH2:34][C@H:33]([OH:36])[CH2:32][CH2:31]1. (3) Given the product [NH2:14][C:15]1[CH:16]=[C:17]([C@@:21]2([CH3:30])[NH:26][C:25](=[S:27])[C:24]([CH3:29])([CH3:28])[O:23][CH2:22]2)[CH:18]=[CH:19][CH:20]=1, predict the reactants needed to synthesize it. The reactants are: C(=[N:14][C:15]1[CH:16]=[C:17]([C@@:21]2([CH3:30])[NH:26][C:25](=[S:27])[C:24]([CH3:29])([CH3:28])[O:23][CH2:22]2)[CH:18]=[CH:19][CH:20]=1)(C1C=CC=CC=1)C1C=CC=CC=1.Cl. (4) Given the product [NH2:1][C:2](=[O:37])[C@@H:3]([NH:7][C:8]([C@:10]1([CH2:28][C:29]2[CH:30]=[C:31]([Br:36])[CH:32]=[C:33]([Br:35])[CH:34]=2)[CH2:14][CH2:13][CH2:12][N:11]1[C:15]([C@@H:17]1[CH2:21][CH2:20][CH2:19][NH:18]1)=[O:16])=[O:9])[C@H:4]([OH:6])[CH3:5], predict the reactants needed to synthesize it. The reactants are: [NH2:1][C:2](=[O:37])[C@@H:3]([NH:7][C:8]([C@:10]1([CH2:28][C:29]2[CH:34]=[C:33]([Br:35])[CH:32]=[C:31]([Br:36])[CH:30]=2)[CH2:14][CH2:13][CH2:12][N:11]1[C:15]([C@@H:17]1[CH2:21][CH2:20][CH2:19][N:18]1C(OCC=C)=O)=[O:16])=[O:9])[C@H:4]([OH:6])[CH3:5].C1N2CCN(CC2)C1. (5) The reactants are: [Cl:1][C:2]1[CH:3]=[C:4]([C:25]2[CH:26]=[N:27][C:28]([O:32][CH2:33][C:34]3([C:38]([OH:40])=[O:39])[CH2:37][CH2:36][CH2:35]3)=[CH:29][C:30]=2[CH3:31])[CH:5]=[N:6][C:7]=1[C:8]1[N:9](COCC[Si](C)(C)C)[CH:10]=[C:11]([C:13]([F:16])([F:15])[F:14])[N:12]=1. Given the product [Cl:1][C:2]1[CH:3]=[C:4]([C:25]2[CH:26]=[N:27][C:28]([O:32][CH2:33][C:34]3([C:38]([OH:40])=[O:39])[CH2:35][CH2:36][CH2:37]3)=[CH:29][C:30]=2[CH3:31])[CH:5]=[N:6][C:7]=1[C:8]1[NH:12][C:11]([C:13]([F:14])([F:15])[F:16])=[CH:10][N:9]=1, predict the reactants needed to synthesize it. (6) Given the product [CH2:64]([O:63][C:61]([CH:54]1[CH2:53][CH:52]2[N:60]([C:17]([C:15]3[CH:16]=[C:10]4[CH2:9][N:8]([C:6]([O:5][C:1]([CH3:2])([CH3:3])[CH3:4])=[O:7])[CH2:13][CH2:12][N:11]4[N:14]=3)=[O:19])[CH:56]([CH2:57][CH2:58][CH2:59]2)[CH2:55]1)=[O:62])[CH3:65], predict the reactants needed to synthesize it. The reactants are: [C:1]([O:5][C:6]([N:8]1[CH2:13][CH2:12][N:11]2[N:14]=[C:15]([C:17]([OH:19])=O)[CH:16]=[C:10]2[CH2:9]1)=[O:7])([CH3:4])([CH3:3])[CH3:2].CN(C(ON1N=NC2C=CC=NC1=2)=[N+](C)C)C.F[P-](F)(F)(F)(F)F.CCN(CC)CC.Cl.[CH:52]12[NH:60][CH:56]([CH2:57][CH2:58][CH2:59]1)[CH2:55][CH:54]([C:61]([O:63][CH2:64][CH3:65])=[O:62])[CH2:53]2. (7) Given the product [Br:23][C:18]1[CH:19]=[CH:20][CH:21]=[C:22]2[C:17]=1[C:4]1([CH2:9][CH2:8][N:7]([C:10]([O:12][C:13]([CH3:16])([CH3:15])[CH3:14])=[O:11])[CH2:6][CH2:5]1)[CH2:3][CH:2]2[NH:1][C:30]([O:32][CH2:33][CH2:34][Si:35]([CH3:38])([CH3:37])[CH3:36])=[O:31], predict the reactants needed to synthesize it. The reactants are: [NH2:1][CH:2]1[C:22]2[C:17](=[C:18]([Br:23])[CH:19]=[CH:20][CH:21]=2)[C:4]2([CH2:9][CH2:8][N:7]([C:10]([O:12][C:13]([CH3:16])([CH3:15])[CH3:14])=[O:11])[CH2:6][CH2:5]2)[CH2:3]1.C([O-])([O-])=O.[K+].[K+].[C:30](ON1C(=O)CCC1=O)([O:32][CH2:33][CH2:34][Si:35]([CH3:38])([CH3:37])[CH3:36])=[O:31].